Dataset: Forward reaction prediction with 1.9M reactions from USPTO patents (1976-2016). Task: Predict the product of the given reaction. (1) Given the reactants C(N(CC)CC)C.[NH2:8][C:9]1[CH:14]=[CH:13][CH:12]=[CH:11][CH:10]=1.[CH2:15]=[C:16]1[CH2:21][CH2:20][C:19](=[O:22])[NH:18][C:17]1=[O:23], predict the reaction product. The product is: [C:9]1([NH:8][CH2:15][CH:16]2[CH2:21][CH2:20][C:19](=[O:22])[NH:18][C:17]2=[O:23])[CH:14]=[CH:13][CH:12]=[CH:11][CH:10]=1. (2) Given the reactants C([C@H:3]([S:7]([C:27]1[CH:32]=[CH:31][CH:30]=[CH:29][CH:28]=1)(=[N:9][C:10]([C:12]1[CH:13]=[N:14][CH:15]=[C:16]([C:18]#[C:19][C:20]2[CH:25]=[CH:24][CH:23]=[C:22]([OH:26])[CH:21]=2)[CH:17]=1)=[O:11])=[O:8])[C:4]([O-:6])=O)C.[CH3:33][NH2:34], predict the reaction product. The product is: [OH:26][C:22]1[CH:21]=[C:20]([C:19]#[C:18][C:16]2[CH:15]=[N:14][CH:13]=[C:12]([CH:17]=2)[C:10]([N:9]=[S:7]([CH2:3][C:4]([NH:34][CH3:33])=[O:6])(=[O:8])[C:27]2[CH:28]=[CH:29][CH:30]=[CH:31][CH:32]=2)=[O:11])[CH:25]=[CH:24][CH:23]=1. (3) Given the reactants [CH3:1][N:2]1[C:6]([CH:7]2[O:12][CH2:11][CH:10]([CH2:13]O)[CH2:9][O:8]2)=[C:5]([N+:15]([O-:17])=[O:16])[CH:4]=[N:3]1.C1(P(C2C=CC=CC=2)C2C=CC=CC=2)C=CC=CC=1.[C:37]([NH2:48])(=[O:47])[C:38]1[C:39](=[CH:43][CH:44]=[CH:45][CH:46]=1)[C:40](N)=[O:41].CC(OC(/N=N/C(OC(C)C)=O)=O)C, predict the reaction product. The product is: [CH3:1][N:2]1[C:6]([CH:7]2[O:12][CH2:11][CH:10]([CH2:13][N:48]3[C:37](=[O:47])[C:38]4[C:39](=[CH:43][CH:44]=[CH:45][CH:46]=4)[C:40]3=[O:41])[CH2:9][O:8]2)=[C:5]([N+:15]([O-:17])=[O:16])[CH:4]=[N:3]1. (4) Given the reactants Br[CH2:2][C:3]1[C:12]2[C:7](=[CH:8][CH:9]=[CH:10][CH:11]=2)[CH:6]=[CH:5][CH:4]=1.[O:13]1[CH2:18][CH2:17]OCC1.[CH:19]1[C:28]2[C:23](=[CH:24]C=C[CH:27]=2)[CH2:22][CH2:21][C:20]=1N1CCCC1.Cl, predict the reaction product. The product is: [C:3]1([CH2:2][CH:27]2[C:28]3[C:23](=[CH:22][CH:21]=[CH:20][CH:19]=3)[CH2:24][CH2:17][C:18]2=[O:13])[C:12]2[C:7](=[CH:8][CH:9]=[CH:10][CH:11]=2)[CH:6]=[CH:5][CH:4]=1. (5) Given the reactants [F:1][C:2]1[CH:47]=[CH:46][C:5]([C:6]([NH:8][C@:9]([C:35]2[CH:40]=[CH:39][C:38]([F:41])=[C:37]([C:42]([F:45])([F:44])[F:43])[CH:36]=2)([C:21]2[CH:26]=[C:25]([O:27][C:28]([F:33])([F:32])[CH:29]([F:31])[F:30])[CH:24]=[C:23]([F:34])[CH:22]=2)[CH2:10][C:11]2[CH:20]=[CH:19][C:14]([C:15](OC)=[O:16])=[CH:13][CH:12]=2)=[O:7])=[CH:4][C:3]=1[C:48]([F:51])([F:50])[F:49].C([BH-](CC)CC)C.[Li+], predict the reaction product. The product is: [F:1][C:2]1[CH:47]=[CH:46][C:5]([C:6]([NH:8][C@:9]([C:35]2[CH:40]=[CH:39][C:38]([F:41])=[C:37]([C:42]([F:43])([F:44])[F:45])[CH:36]=2)([C:21]2[CH:26]=[C:25]([O:27][C:28]([F:33])([F:32])[CH:29]([F:30])[F:31])[CH:24]=[C:23]([F:34])[CH:22]=2)[CH2:10][C:11]2[CH:20]=[CH:19][C:14]([CH2:15][OH:16])=[CH:13][CH:12]=2)=[O:7])=[CH:4][C:3]=1[C:48]([F:51])([F:50])[F:49]. (6) Given the reactants [C:1]1([CH2:9][NH2:10])[CH:6]=[CH:5][CH:4]=[C:3]([CH2:7][NH2:8])[CH:2]=1, predict the reaction product. The product is: [C:9](#[N:10])[C:1]1[CH:6]=[CH:5][CH:4]=[C:3]([C:7]#[N:8])[CH:2]=1. (7) Given the reactants C1(P(C2CCCCC2)C2CCCCC2)CCCCC1.Br[C:21]1[CH:29]=[C:28]([CH3:30])[CH:27]=[C:26]2[C:22]=1[CH:23]=[CH:24][NH:25]2.C([O-])(=O)C.[K+].B1(B2OC(C)(C)C(C)(C)O2)OC(C)(C)C(C)(C)O1.Cl[C:55]1[N:60]=[C:59]([N:61]2[CH2:66][CH2:65][O:64][CH2:63][C@H:62]2[CH3:67])[CH:58]=[C:57]([C:68]2([S:71]([CH3:74])(=[O:73])=[O:72])[CH2:70][CH2:69]2)[N:56]=1.C(=O)([O-])[O-].[Na+].[Na+], predict the reaction product. The product is: [CH3:30][C:28]1[CH:27]=[C:26]2[C:22]([CH:23]=[CH:24][NH:25]2)=[C:21]([C:55]2[N:60]=[C:59]([N:61]3[CH2:66][CH2:65][O:64][CH2:63][C@H:62]3[CH3:67])[CH:58]=[C:57]([C:68]3([S:71]([CH3:74])(=[O:72])=[O:73])[CH2:69][CH2:70]3)[N:56]=2)[CH:29]=1.